From a dataset of Reaction yield outcomes from USPTO patents with 853,638 reactions. Predict the reaction yield, written as a fraction of the theoretical maximum amount of product (1.0 means a 100% yield; for example, 0.34 means a 34% yield). (1) The reactants are [C:1]([C:5]1[O:9][N:8]=[C:7]([NH:10][C:11]([NH:13][C:14]2[CH:19]=[CH:18][CH:17]=[C:16]([OH:20])[CH:15]=2)=[O:12])[CH:6]=1)([CH3:4])([CH3:3])[CH3:2].Cl[C:22]1[C:31]2[C:26](=[CH:27][C:28]([O:34][CH2:35][CH2:36][O:37][CH3:38])=[C:29]([O:32][CH3:33])[CH:30]=2)[N:25]=[CH:24][N:23]=1.C([O-])([O-])=O.[Cs+].[Cs+]. The catalyst is C(O)(C)C. The product is [C:1]([C:5]1[O:9][N:8]=[C:7]([NH:10][C:11]([NH:13][C:14]2[CH:19]=[CH:18][CH:17]=[C:16]([O:20][C:22]3[C:31]4[C:26](=[CH:27][C:28]([O:34][CH2:35][CH2:36][O:37][CH3:38])=[C:29]([O:32][CH3:33])[CH:30]=4)[N:25]=[CH:24][N:23]=3)[CH:15]=2)=[O:12])[CH:6]=1)([CH3:4])([CH3:2])[CH3:3]. The yield is 0.683. (2) The reactants are [CH3:1][C:2]1[CH:7]=[CH:6][CH:5]=[CH:4][C:3]=1[C:8](=[CH:13][O:14][CH3:15])[C:9]([O:11][CH3:12])=[O:10].N(C(C)(CC(OC)(C)C)C#N)=NC(C)(CC(C)(OC)C)C#N.[Br:38]Br. The catalyst is ClC1C=CC=CC=1. The product is [Br:38][CH2:1][C:2]1[CH:7]=[CH:6][CH:5]=[CH:4][C:3]=1[C:8](=[CH:13][O:14][CH3:15])[C:9]([O:11][CH3:12])=[O:10]. The yield is 0.0340. (3) The reactants are O[CH:2]([C:13]1[S:14][CH:15]=[CH:16][N:17]=1)[C:3]1[CH:12]=[CH:11][C:6]([C:7]([O:9][CH3:10])=[O:8])=[CH:5][CH:4]=1.C([SiH](CC)CC)C.FC(F)(F)C(O)=O. The catalyst is ClCCCl.C1(C)C=CC=CC=1. The product is [S:14]1[CH:15]=[CH:16][N:17]=[C:13]1[CH2:2][C:3]1[CH:12]=[CH:11][C:6]([C:7]([O:9][CH3:10])=[O:8])=[CH:5][CH:4]=1. The yield is 0.840. (4) The reactants are C([O:4][C@@H:5]1[CH2:11][C@@H:10]([O:12][Si:13]([C:16]([CH3:19])([CH3:18])[CH3:17])([CH3:15])[CH3:14])[C@:9]2([CH3:20])[C@@H:7]([O:8]2)[CH2:6]1)(=O)C.C([O-])([O-])=O.[K+].[K+].C(O)(=O)C. The catalyst is CO. The product is [Si:13]([O:12][C@H:10]1[C@:9]2([CH3:20])[C@@H:7]([O:8]2)[CH2:6][C@H:5]([OH:4])[CH2:11]1)([C:16]([CH3:19])([CH3:18])[CH3:17])([CH3:15])[CH3:14]. The yield is 0.980.